This data is from Forward reaction prediction with 1.9M reactions from USPTO patents (1976-2016). The task is: Predict the product of the given reaction. (1) Given the reactants [F:1][C:2]1[CH:3]=[C:4]([OH:9])[CH:5]=[C:6]([F:8])[CH:7]=1.[N+:10]([O-])([OH:12])=[O:11], predict the reaction product. The product is: [F:1][C:2]1[CH:3]=[C:4]([OH:9])[CH:5]=[C:6]([F:8])[C:7]=1[N+:10]([O-:12])=[O:11]. (2) Given the reactants C([Li])CCC.Br[C:7]1[CH:8]=[N:9][CH:10]=[CH:11][CH:12]=1.[Cl:13][C:14]1[N:19]=[CH:18][CH:17]=[CH:16][N:15]=1.C(C1C(=O)C(Cl)=C(Cl)C(=O)C=1C#N)#N.[OH-].[Na+], predict the reaction product. The product is: [Cl:13][C:14]1[N:19]=[C:18]([C:7]2[CH:8]=[N:9][CH:10]=[CH:11][CH:12]=2)[CH:17]=[CH:16][N:15]=1. (3) Given the reactants Cl[C:2]1[C:7]([C:8]([O:10][CH2:11][CH3:12])=[O:9])=[CH:6][N:5]=[C:4]([Cl:13])[CH:3]=1.[Br:14][C:15]1[CH:21]=[CH:20][C:18]([NH2:19])=[C:17]([CH3:22])[CH:16]=1.[Li+].C[Si]([N-][Si](C)(C)C)(C)C, predict the reaction product. The product is: [Br:14][C:15]1[CH:21]=[CH:20][C:18]([NH:19][C:2]2[C:7]([C:8]([O:10][CH2:11][CH3:12])=[O:9])=[CH:6][N:5]=[C:4]([Cl:13])[CH:3]=2)=[C:17]([CH3:22])[CH:16]=1. (4) Given the reactants CO[C:3](=[O:23])[CH2:4][CH2:5][N:6]1[CH:14]=[N:13][C:12]2[C:11](=[O:15])[N:10]([CH2:16][C:17]3[CH:22]=[CH:21][CH:20]=[CH:19][CH:18]=3)[CH:9]=[N:8][C:7]1=2.[N:24]1([CH2:30][CH2:31][CH2:32][NH2:33])[CH2:29][CH2:28][O:27][CH2:26][CH2:25]1, predict the reaction product. The product is: [CH2:16]([N:10]1[C:11](=[O:15])[C:12]2[N:13]=[CH:14][N:6]([CH2:5][CH2:4][C:3]([NH:33][CH2:32][CH2:31][CH2:30][N:24]3[CH2:29][CH2:28][O:27][CH2:26][CH2:25]3)=[O:23])[C:7]=2[N:8]=[CH:9]1)[C:17]1[CH:18]=[CH:19][CH:20]=[CH:21][CH:22]=1.